This data is from Full USPTO retrosynthesis dataset with 1.9M reactions from patents (1976-2016). The task is: Predict the reactants needed to synthesize the given product. (1) Given the product [Cl:1][C:2]1[CH:3]=[C:4]([C:12]2[O:16][N:15]=[C:14]([C:17]3[CH:22]=[CH:21][C:20]([O:23][CH2:26][CH2:27][CH2:28][C:29]([O:31][CH2:32][CH3:33])=[O:30])=[CH:19][C:18]=3[CH3:24])[N:13]=2)[CH:5]=[CH:6][C:7]=1[O:8][CH:9]([CH3:10])[CH3:11], predict the reactants needed to synthesize it. The reactants are: [Cl:1][C:2]1[CH:3]=[C:4]([C:12]2[O:16][N:15]=[C:14]([C:17]3[CH:22]=[CH:21][C:20]([OH:23])=[CH:19][C:18]=3[CH3:24])[N:13]=2)[CH:5]=[CH:6][C:7]=1[O:8][CH:9]([CH3:11])[CH3:10].Br[CH2:26][CH2:27][CH2:28][C:29]([O:31][CH2:32][CH3:33])=[O:30].C(=O)([O-])[O-].[K+].[K+]. (2) Given the product [CH2:21]([O:20][C:18]([C:17]1[C:16]([CH2:26][N:27]([CH3:31])[CH3:28])=[N:1][C:2]2[C:3]([C:12]=1[CH3:13])=[CH:4][CH:5]=[C:6]([C:8]([F:11])([F:10])[F:9])[CH:7]=2)=[O:19])[CH3:22], predict the reactants needed to synthesize it. The reactants are: [NH2:1][C:2]1[CH:7]=[C:6]([C:8]([F:11])([F:10])[F:9])[CH:5]=[CH:4][C:3]=1[C:12](=O)[CH3:13].Cl[C:16](=O)[CH2:17][C:18]([O:20][CH2:21][CH3:22])=[O:19].Cl.C[CH2:26][N:27]([CH:31](C)C)[CH:28](C)C.[Cl-].C[NH2+]C. (3) Given the product [F:1][C:2]1[C:3]([NH:32][C@@H:33]2[CH2:38][CH2:37][CH2:36][C@H:35]([NH:39][C:40]([N:42]3[CH2:47][CH2:46][O:45][CH2:44][CH2:43]3)=[O:41])[CH2:34]2)=[N:4][C:5]([C:12]2[C:20]3[C:15](=[N:16][CH:17]=[C:18]([F:21])[CH:19]=3)[N:14]([S:22]([C:25]3[CH:31]=[CH:30][C:28]([CH3:29])=[CH:27][CH:26]=3)(=[O:24])=[O:23])[CH:13]=2)=[C:6]([C:8]([F:11])([F:10])[F:9])[CH:7]=1, predict the reactants needed to synthesize it. The reactants are: [F:1][C:2]1[C:3]([NH:32][CH:33]2[CH2:38][CH2:37][CH2:36][CH:35]([NH:39][C:40]([N:42]3[CH2:47][CH2:46][O:45][CH2:44][CH2:43]3)=[O:41])[CH2:34]2)=[N:4][C:5]([C:12]2[C:20]3[C:15](=[N:16][CH:17]=[C:18]([F:21])[CH:19]=3)[N:14]([S:22]([C:25]3[CH:31]=[CH:30][C:28]([CH3:29])=[CH:27][CH:26]=3)(=[O:24])=[O:23])[CH:13]=2)=[C:6]([C:8]([F:11])([F:10])[F:9])[CH:7]=1.C[O-].[Na+]. (4) Given the product [CH2:28]([O:27][C:25]([N:14]=[C:10]([O:11][CH2:12][CH3:13])[CH2:9][C:6]1[CH:5]=[CH:4][C:3]([F:2])=[CH:8][CH:7]=1)=[O:26])[CH3:29], predict the reactants needed to synthesize it. The reactants are: Cl.[F:2][C:3]1[CH:8]=[CH:7][C:6]([CH2:9][C:10](=[NH:14])[O:11][CH2:12][CH3:13])=[CH:5][CH:4]=1.N1C(C)=CC(C)=CC=1C.Cl[C:25]([O:27][CH2:28][CH3:29])=[O:26]. (5) Given the product [Cl:1][C:2]1[C:7]([O:8][CH2:9][C:10]([OH:12])=[O:11])=[CH:6][CH:5]=[C:4]([N:19]2[CH2:20][CH2:21][CH2:22][S:18]2(=[O:24])=[O:23])[N:3]=1, predict the reactants needed to synthesize it. The reactants are: [Cl:1][C:2]1[C:7]([O:8][CH2:9][C:10]([O:12]C(C)(C)C)=[O:11])=[CH:6][CH:5]=[C:4](I)[N:3]=1.[S:18]1(=[O:24])(=[O:23])[CH2:22][CH2:21][CH2:20][NH:19]1. (6) The reactants are: [F:1][C:2]1[CH:3]=[CH:4][C:5]([SH:11])=[C:6]([CH:10]=1)[C:7]([OH:9])=[O:8].[SH:12][C:13]1C=C[CH:19]=[CH:18][C:14]=1[C:15]([OH:17])=[O:16].BrC1SC=CC=1C(O)=O. Given the product [C:7]([C:6]1[CH:10]=[C:2]([F:1])[CH:3]=[CH:4][C:5]=1[S:11][C:13]1[S:12][CH:19]=[CH:18][C:14]=1[C:15]([OH:17])=[O:16])([OH:9])=[O:8], predict the reactants needed to synthesize it. (7) Given the product [CH:9]([N:4]1[CH2:3][CH2:8][CH2:7][CH2:6][CH2:5]1)=[O:10].[CH3:9][O:10][C:11]1[CH:16]=[CH:15][N:14]=[CH:13][C:12]=1[CH:1]=[O:2], predict the reactants needed to synthesize it. The reactants are: [CH3:1][O:2][C:3]1[CH:8]=[CH:7][CH:6]=[CH:5][N:4]=1.[CH3:9][O:10][C:11]1[CH:16]=[CH:15][N:14]=[CH:13][CH:12]=1.C[Si](C[Li])(C)C.